From a dataset of Catalyst prediction with 721,799 reactions and 888 catalyst types from USPTO. Predict which catalyst facilitates the given reaction. (1) Reactant: ClC1N2N=C(C)C=C2N=C(NC(=O)[C:14]2C=[CH:18][C:17]([C:20](O)(C)C)=[N:16][CH:15]=2)C=1.N1CC[CH:28](NC(=O)C)[CH2:27][CH2:26]1. Product: [CH:27]([N:16]([CH2:15][CH3:14])[CH:17]([CH3:18])[CH3:20])([CH3:28])[CH3:26]. The catalyst class is: 37. (2) Product: [C:5]([P:4](=[O:27])([C:14]1[C:13]([O:12][CH3:11])=[CH:18][CH:17]=[CH:16][C:15]=1[O:19][CH3:20])[CH3:2])([CH3:8])([CH3:7])[CH3:6]. Reactant: Cl[CH:2]([PH2:4])Cl.[C:5]([Mg]Cl)([CH3:8])([CH3:7])[CH3:6].[CH3:11][O:12][C:13]1[CH:18]=[CH:17][CH:16]=[C:15]([O:19][CH3:20])[CH:14]=1.[Li]CCCC.C[O:27]C1C=CC=C(OC)C=1[Li].OO. The catalyst class is: 1. (3) Reactant: O.CO[CH:4](OC)[CH2:5][O:6][C:7]1[CH:12]=[C:11]([N+:13]([O-:15])=[O:14])[CH:10]=[CH:9][C:8]=1[CH3:16]. Product: [CH3:16][C:8]1[C:7]2[O:6][CH:5]=[CH:4][C:12]=2[C:11]([N+:13]([O-:15])=[O:14])=[CH:10][CH:9]=1. The catalyst class is: 159. (4) Reactant: [CH3:1][S:2]([N:5]1[CH2:10][CH2:9][NH:8][C:7](=[O:11])[CH2:6]1)(=[O:4])=[O:3].[H-].[Na+].Cl[CH2:15][C:16]1[O:24][C:23]2[C:22]([C:25]3[CH:30]=[CH:29][N:28]=[C:27]([NH:31][C:32](=[O:34])[CH3:33])[CH:26]=3)=[CH:21][N:20]([CH3:35])[C:19](=[O:36])[C:18]=2[CH:17]=1. Product: [CH3:35][N:20]1[CH:21]=[C:22]([C:25]2[CH:30]=[CH:29][N:28]=[C:27]([NH:31][C:32](=[O:34])[CH3:33])[CH:26]=2)[C:23]2[O:24][C:16]([CH2:15][N:8]3[CH2:9][CH2:10][N:5]([S:2]([CH3:1])(=[O:3])=[O:4])[CH2:6][C:7]3=[O:11])=[CH:17][C:18]=2[C:19]1=[O:36]. The catalyst class is: 3.